Dataset: TCR-epitope binding with 47,182 pairs between 192 epitopes and 23,139 TCRs. Task: Binary Classification. Given a T-cell receptor sequence (or CDR3 region) and an epitope sequence, predict whether binding occurs between them. The epitope is HTTDPSFLGRY. The TCR CDR3 sequence is CSVEASGSYEQYF. Result: 1 (the TCR binds to the epitope).